Dataset: Full USPTO retrosynthesis dataset with 1.9M reactions from patents (1976-2016). Task: Predict the reactants needed to synthesize the given product. (1) Given the product [Si:1]([O:8][C@@H:9]1[C@H:13]([CH3:14])[N:12]([C:19]([O:21][C:22]([CH3:25])([CH3:24])[CH3:23])=[O:20])[C@H:11]([C:15]([O:17][CH3:18])=[O:16])[CH2:10]1)([C:4]([CH3:6])([CH3:7])[CH3:5])([CH3:2])[CH3:3], predict the reactants needed to synthesize it. The reactants are: [Si:1]([O:8][C@@H:9]1[C@H:13]([CH3:14])[NH:12][C@H:11]([C:15]([O:17][CH3:18])=[O:16])[CH2:10]1)([C:4]([CH3:7])([CH3:6])[CH3:5])([CH3:3])[CH3:2].[C:19](O[C:19]([O:21][C:22]([CH3:25])([CH3:24])[CH3:23])=[O:20])([O:21][C:22]([CH3:25])([CH3:24])[CH3:23])=[O:20]. (2) The reactants are: C(O[BH-](OC(=O)C)OC(=O)C)(=O)C.[Na+].[CH3:15][C:16]1[NH:17][C:18]([NH2:21])=[N:19][N:20]=1.[CH2:22]1[O:32][C:25]2([CH2:30][CH2:29][C:28](=O)[CH2:27][CH2:26]2)[O:24][CH2:23]1.O. Given the product [O:24]1[C:25]2([CH2:30][CH2:29][CH:28]([NH:21][C:18]3[NH:17][C:16]([CH3:15])=[N:20][N:19]=3)[CH2:27][CH2:26]2)[O:32][CH2:22][CH2:23]1, predict the reactants needed to synthesize it. (3) Given the product [CH:1]1[C:6]([N:7]=[C:8]=[S:9])=[CH:5][C:4]2[C:10]([O:12][C:13]3([C:14]4[CH:19]=[CH:18][C:17]([OH:20])=[CH:16][C:15]=4[O:21][C:22]4[CH:27]=[C:26]([OH:28])[CH:25]=[CH:24][C:23]3=4)[C:3]=2[CH:2]=1)=[O:11].[CH3:31][CH:30]([CH2:32][CH2:33][CH2:34][C@H:35]([C@@H:37]1[C@:55]2([CH3:56])[C@H:40]([C@H:41]3[C@H:52]([CH2:53][CH2:54]2)[C@:50]2([CH3:51])[C:44]([CH2:45][C@H:46]([CH2:48][CH2:49]2)[OH:47])=[CH:43][CH2:42]3)[CH2:39][CH2:38]1)[CH3:36])[CH3:29], predict the reactants needed to synthesize it. The reactants are: [CH:1]1[C:6]([N:7]=[C:8]=[S:9])=[CH:5][C:4]2[C:10]([O:12][C:13]3([C:23]4[CH:24]=[CH:25][C:26]([OH:28])=[CH:27][C:22]=4[O:21][C:15]4[CH:16]=[C:17]([OH:20])[CH:18]=[CH:19][C:14]3=4)[C:3]=2[CH:2]=1)=[O:11].[CH3:29][CH:30]([CH2:32][CH2:33][CH2:34][C@H:35]([C@@H:37]1[C@:55]2([CH3:56])[C@H:40]([C@H:41]3[C@H:52]([CH2:53][CH2:54]2)[C@:50]2([CH3:51])[C:44]([CH2:45][C@H:46]([CH2:48][CH2:49]2)[OH:47])=[CH:43][CH2:42]3)[CH2:39][CH2:38]1)[CH3:36])[CH3:31]. (4) Given the product [CH3:8][O:7][C:1]1[CH:6]=[CH:5][C:4]([C:9]([C:10]2[CH:15]=[CH:14][CH:13]=[CH:12][CH:11]=2)=[O:16])=[CH:3][CH:2]=1, predict the reactants needed to synthesize it. The reactants are: [C:1]1([O:7][CH3:8])[CH:6]=[CH:5][CH:4]=[CH:3][CH:2]=1.[C:9](O[C:9](=[O:16])[C:10]1[CH:15]=[CH:14][CH:13]=[CH:12][CH:11]=1)(=[O:16])[C:10]1[CH:15]=[CH:14][CH:13]=[CH:12][CH:11]=1.FC(F)(F)S([O-])(=O)=O.C([N+]1C=CN(CC)C=1)C. (5) Given the product [CH2:1]([O:13][C@H:14]([CH2:24][O:25][CH2:26][CH2:27][CH2:28][CH2:29][CH2:30][CH2:31][CH2:32][CH2:33][CH2:34][CH2:35][CH2:36][CH3:37])[CH2:15][OH:16])[CH2:2][CH2:3][CH2:4][CH2:5][CH2:6][CH2:7][CH2:8][CH2:9][CH2:10][CH2:11][CH3:12], predict the reactants needed to synthesize it. The reactants are: [CH2:1]([O:13][C@H:14]([CH2:24][O:25][CH2:26][CH2:27][CH2:28][CH2:29][CH2:30][CH2:31][CH2:32][CH2:33][CH2:34][CH2:35][CH2:36][CH3:37])[CH2:15][O:16]CC1C=CC=CC=1)[CH2:2][CH2:3][CH2:4][CH2:5][CH2:6][CH2:7][CH2:8][CH2:9][CH2:10][CH2:11][CH3:12]. (6) Given the product [CH:55]1([C:52]2[CH:51]=[CH:50][C:49]([CH2:2][C:3]3[CH:8]=[CH:7][N:6]=[CH:5][C:4]=3[O:9][C@@H:10]3[CH2:15][C@H:14]([CH2:16][O:17][CH2:18][C:19]4[CH:24]=[CH:23][CH:22]=[CH:21][CH:20]=4)[C@@H:13]([O:25][CH2:26][C:27]4[CH:28]=[CH:29][CH:30]=[CH:31][CH:32]=4)[C@H:12]([O:33][CH2:34][C:35]4[CH:40]=[CH:39][CH:38]=[CH:37][CH:36]=4)[C@H:11]3[O:41][CH2:42][C:43]3[CH:48]=[CH:47][CH:46]=[CH:45][CH:44]=3)=[CH:54][CH:53]=2)[CH2:56][CH2:57]1, predict the reactants needed to synthesize it. The reactants are: Cl[CH:2]([C:49]1[CH:54]=[CH:53][C:52]([CH:55]2[CH2:57][CH2:56]2)=[CH:51][CH:50]=1)[C:3]1[CH:8]=[CH:7][N:6]=[CH:5][C:4]=1[O:9][C@@H:10]1[CH2:15][C@H:14]([CH2:16][O:17][CH2:18][C:19]2[CH:24]=[CH:23][CH:22]=[CH:21][CH:20]=2)[C@@H:13]([O:25][CH2:26][C:27]2[CH:32]=[CH:31][CH:30]=[CH:29][CH:28]=2)[C@H:12]([O:33][CH2:34][C:35]2[CH:40]=[CH:39][CH:38]=[CH:37][CH:36]=2)[C@H:11]1[O:41][CH2:42][C:43]1[CH:48]=[CH:47][CH:46]=[CH:45][CH:44]=1.C(OCC)(=O)C. (7) The reactants are: [F:1][C:2]1[C:7]([I:8])=[CH:6][C:5]([OH:9])=[C:4]([CH3:10])[CH:3]=1.[C:11]([O-])([O-])=O.[K+].[K+].IC.CCOC(C)=O.CCCCCC. Given the product [CH3:11][O:9][C:5]1[CH:6]=[C:7]([I:8])[C:2]([F:1])=[CH:3][C:4]=1[CH3:10], predict the reactants needed to synthesize it. (8) Given the product [CH3:41][O:42][C:9]1[CH:10]=[CH:11][C:12]([N:15]2[C:19]([C:27]3[CH:26]=[CH:25][C:24]([CH3:21])=[CH:29][CH:28]=3)=[CH:18][C:17]([CH2:20][CH:21]([C:22]3[NH:23][N:34]=[N:33][N:32]=3)[C:24]3[CH:25]=[C:26]([CH3:30])[CH:27]=[CH:28][CH:29]=3)=[N:16]2)=[CH:13][CH:14]=1, predict the reactants needed to synthesize it. The reactants are: COC1C=CC([C:9]2(C)[CH:14]=[CH:13][C:12]([N:15]3[CH:19]=[CH:18][C:17]([CH2:20][CH:21]([C:24]4[CH:25]=[C:26]([CH3:30])[CH:27]=[CH:28][CH:29]=4)[C:22]#[N:23])=[N:16]3)=[CH:11][CH2:10]2)=CC=1.[N-:32]=[N+:33]=[N-:34].[Na+].[Cl-].[NH4+].CN([CH:41]=[O:42])C.